Dataset: Full USPTO retrosynthesis dataset with 1.9M reactions from patents (1976-2016). Task: Predict the reactants needed to synthesize the given product. The reactants are: C([Li])CCC.Br[C:7]1[CH:8]=[N:9][CH:10]=[CH:11][CH:12]=1.[Cl:13][C:14]1[CH:22]=[C:21]2[C:17]([C:18](=[O:24])[C:19](=[O:23])[NH:20]2)=[CH:16][CH:15]=1. Given the product [Cl:13][C:14]1[CH:22]=[C:21]2[C:17]([C:18]([OH:24])([C:7]3[CH:8]=[N:9][CH:10]=[CH:11][CH:12]=3)[C:19](=[O:23])[NH:20]2)=[CH:16][CH:15]=1, predict the reactants needed to synthesize it.